From a dataset of Peptide-MHC class II binding affinity with 134,281 pairs from IEDB. Regression. Given a peptide amino acid sequence and an MHC pseudo amino acid sequence, predict their binding affinity value. This is MHC class II binding data. (1) The peptide sequence is LRAEQASQEVKNWMTETL. The MHC is HLA-DQA10501-DQB10301 with pseudo-sequence HLA-DQA10501-DQB10301. The binding affinity (normalized) is 0.107. (2) The peptide sequence is SYTIVSSLGVDDVGT. The MHC is DRB1_0901 with pseudo-sequence DRB1_0901. The binding affinity (normalized) is 0.805. (3) The peptide sequence is EKKYFWATQFEPLAA. The MHC is DRB1_1001 with pseudo-sequence DRB1_1001. The binding affinity (normalized) is 0.660. (4) The peptide sequence is EKKYFAATQFEPMAA. The MHC is HLA-DPA10201-DPB10101 with pseudo-sequence HLA-DPA10201-DPB10101. The binding affinity (normalized) is 0.766. (5) The peptide sequence is WLDAKSTWYGKPTGA. The MHC is HLA-DPA10201-DPB11401 with pseudo-sequence HLA-DPA10201-DPB11401. The binding affinity (normalized) is 0.0237.